This data is from Forward reaction prediction with 1.9M reactions from USPTO patents (1976-2016). The task is: Predict the product of the given reaction. (1) Given the reactants [C:1]([O:5][C:6](=[O:26])[NH:7][CH2:8][CH2:9][CH2:10][CH2:11][CH2:12][CH2:13][NH:14][C:15](=[O:25])[C:16]1[CH:21]=[CH:20][C:19]([N+:22]([O-])=O)=[CH:18][CH:17]=1)([CH3:4])([CH3:3])[CH3:2].C([O-])=O.[NH4+], predict the reaction product. The product is: [C:1]([O:5][C:6](=[O:26])[NH:7][CH2:8][CH2:9][CH2:10][CH2:11][CH2:12][CH2:13][NH:14][C:15](=[O:25])[C:16]1[CH:21]=[CH:20][C:19]([NH2:22])=[CH:18][CH:17]=1)([CH3:4])([CH3:2])[CH3:3]. (2) Given the reactants [CH2:1]([N:4]1[CH2:15][CH:14]2[CH2:16][CH:6]([C:7](=[O:25])[C:8]3[C:9](OS(C(F)(F)F)(=O)=O)=[CH:10][CH:11]=[CH:12][C:13]=32)[CH2:5]1)[CH:2]=[CH2:3].C(N(CC)CC)C.[C:33]([O-:36])(=[O:35])C.[K+].[CH:38]1C=CC(P(C2C=CC=CC=2)CCCP(C2C=CC=CC=2)C2C=CC=CC=2)=CC=1, predict the reaction product. The product is: [CH3:38][O:36][C:33]([C:9]1[C:8]2[C:7](=[O:25])[CH:6]3[CH2:16][CH:14]([CH2:15][N:4]([CH2:1][CH:2]=[CH2:3])[CH2:5]3)[C:13]=2[CH:12]=[CH:11][CH:10]=1)=[O:35]. (3) Given the reactants C(OC([N:8]1[C:16]2[C:11](=[CH:12][CH:13]=[CH:14][CH:15]=2)[C:10]([C:17]2[CH:22]=[C:21]([C@@H:23]3[CH2:27][CH2:26][CH2:25][N:24]3[C@@H](C3C=CC(OC)=CC=3)C)[CH:20]=[CH:19][N:18]=2)=[CH:9]1)=O)(C)(C)C, predict the reaction product. The product is: [NH:24]1[CH2:25][CH2:26][CH2:27][C@H:23]1[C:21]1[CH:20]=[CH:19][N:18]=[C:17]([C:10]2[C:11]3[C:16](=[CH:15][CH:14]=[CH:13][CH:12]=3)[NH:8][CH:9]=2)[CH:22]=1. (4) Given the reactants Br[C:2]1[CH:7]=[CH:6][C:5]([O:8][CH3:9])=[C:4]([O:10][CH2:11][CH2:12][CH2:13][O:14][CH3:15])[CH:3]=1.[OH:16][C:17]([CH3:22])([CH3:21])[C:18](=[O:20])[CH3:19].CC(C)([O-])C.[Na+], predict the reaction product. The product is: [OH:16][C:17]([CH3:22])([CH3:21])[C:18](=[O:20])[CH2:19][C:2]1[CH:7]=[CH:6][C:5]([O:8][CH3:9])=[C:4]([O:10][CH2:11][CH2:12][CH2:13][O:14][CH3:15])[CH:3]=1.